Dataset: Reaction yield outcomes from USPTO patents with 853,638 reactions. Task: Predict the reaction yield, written as a fraction of the theoretical maximum amount of product (1.0 means a 100% yield; for example, 0.34 means a 34% yield). (1) The reactants are F[C:2]1[C:3]([CH3:11])=[CH:4][C:5]([N+:8]([O-:10])=[O:9])=[N:6][CH:7]=1.[Cl:12][C:13]1[CH:18]=[C:17]([OH:19])[CH:16]=[CH:15][N:14]=1.C([O-])([O-])=O.[K+].[K+].O. The catalyst is CN(C=O)C. The product is [Cl:12][C:13]1[CH:18]=[C:17]([O:19][C:2]2[C:3]([CH3:11])=[CH:4][C:5]([N+:8]([O-:10])=[O:9])=[N:6][CH:7]=2)[CH:16]=[CH:15][N:14]=1. The yield is 0.800. (2) The reactants are [Br:1][C:2]1[CH:3]=[CH:4][C:5]([O:17][CH3:18])=[C:6]([C:8]([C:10]2[CH:15]=[CH:14][C:13](Br)=[CH:12][CH:11]=2)=[O:9])[CH:7]=1.C1C=CC(P(C2C=CC=CC=2)C2C=CC=CC=2)=CC=1.C([O-])([O-])=O.[Cs+].[Cs+].[F:44][C:45]1[CH:51]=[C:50]([F:52])[CH:49]=[CH:48][C:46]=1[NH2:47]. The catalyst is O1CCOCC1.CC([O-])=O.CC([O-])=O.[Pd+2]. The product is [Br:1][C:2]1[CH:3]=[CH:4][C:5]([O:17][CH3:18])=[C:6]([C:8]([C:10]2[CH:15]=[CH:14][C:13]([NH:47][C:46]3[CH:48]=[CH:49][C:50]([F:52])=[CH:51][C:45]=3[F:44])=[CH:12][CH:11]=2)=[O:9])[CH:7]=1. The yield is 0.570. (3) The reactants are [F:1][C:2]1[CH:13]=[CH:12][C:5]2[S:6][C:7](B(O)O)=[CH:8][C:4]=2[CH:3]=1.Cl[C:15]1[C:24]([N:25]([CH:27]([CH3:29])[CH3:28])[CH3:26])=[N:23][C:22]2[C:17](=[CH:18][CH:19]=[C:20]([C:30]([O:32][CH3:33])=[O:31])[CH:21]=2)[N:16]=1.[O-]P([O-])([O-])=O.[K+].[K+].[K+]. The catalyst is O1CCOCC1.O.C1C=CC([P]([Pd]([P](C2C=CC=CC=2)(C2C=CC=CC=2)C2C=CC=CC=2)([P](C2C=CC=CC=2)(C2C=CC=CC=2)C2C=CC=CC=2)[P](C2C=CC=CC=2)(C2C=CC=CC=2)C2C=CC=CC=2)(C2C=CC=CC=2)C2C=CC=CC=2)=CC=1. The product is [F:1][C:2]1[CH:13]=[CH:12][C:5]2[S:6][C:7]([C:15]3[C:24]([N:25]([CH:27]([CH3:29])[CH3:28])[CH3:26])=[N:23][C:22]4[C:17](=[CH:18][CH:19]=[C:20]([C:30]([O:32][CH3:33])=[O:31])[CH:21]=4)[N:16]=3)=[CH:8][C:4]=2[CH:3]=1. The yield is 0.880. (4) The reactants are [CH3:1][O:2][C:3]1[CH:8]=[C:7]([O:9][CH3:10])[CH:6]=[CH:5][C:4]=1[CH2:11][CH2:12][CH2:13][CH2:14][OH:15].[CH3:16][S:17](Cl)(=[O:19])=[O:18]. The catalyst is C(N(CC)CC)C. The product is [CH3:1][O:2][C:3]1[CH:8]=[C:7]([O:9][CH3:10])[CH:6]=[CH:5][C:4]=1[CH2:11][CH2:12][CH2:13][CH2:14][O:15][S:17]([CH3:16])(=[O:19])=[O:18]. The yield is 0.800. (5) The yield is 0.942. The reactants are Br[CH2:2][C:3]([NH:5][C:6]1[C:20]([CH2:21][CH3:22])=[CH:19][CH:18]=[CH:17][C:7]=1[C:8]([C:10]1[CH:15]=[CH:14][CH:13]=[CH:12][C:11]=1[F:16])=O)=[O:4].Cl.[NH2:24][OH:25].[OH-].[Na+].Cl. The catalyst is C(O)C. The product is [F:16][C:11]1[CH:12]=[CH:13][CH:14]=[CH:15][C:10]=1[C:8]1[C:7]2[CH:17]=[CH:18][CH:19]=[C:20]([CH2:21][CH3:22])[C:6]=2[NH:5][C:3](=[O:4])[CH2:2][N+:24]=1[O-:25]. (6) The yield is 0.970. The catalyst is C(Cl)Cl. The product is [F:30][C:24]1[CH:25]=[CH:26][CH:27]=[C:28]([F:29])[C:23]=1[C:22]([NH:21][C:18]1[CH:17]=[CH:16][C:15]([C:10]2[CH2:9][N:8]([C:33]([O:35][CH2:36][CH3:37])=[O:34])[CH2:13][CH2:12][C:11]=2[CH3:14])=[CH:20][CH:19]=1)=[O:31]. The reactants are C([N:8]1[CH2:13][CH2:12][C:11]([CH3:14])=[C:10]([C:15]2[CH:20]=[CH:19][C:18]([NH:21][C:22](=[O:31])[C:23]3[C:28]([F:29])=[CH:27][CH:26]=[CH:25][C:24]=3[F:30])=[CH:17][CH:16]=2)[CH2:9]1)C1C=CC=CC=1.Cl[C:33]([O:35][CH2:36][CH3:37])=[O:34]. (7) The reactants are [OH:1][C:2]1[C:3](=[O:29])[C:4]([C:18]2[N:22]([C:23]3[CH:28]=[CH:27][CH:26]=[CH:25][CH:24]=3)[N:21]=[CH:20][CH:19]=2)=[N:5][N:6]([C:8]2[CH:13]=[CH:12][CH:11]=[C:10]([C:14]([F:17])([F:16])[F:15])[CH:9]=2)[CH:7]=1.[CH3:30][O:31][CH2:32][CH2:33]Br.C([O-])([O-])=O.[K+].[K+].O. The catalyst is CN(C=O)C. The product is [CH3:30][O:31][CH2:32][CH2:33][O:1][C:2]1[C:3](=[O:29])[C:4]([C:18]2[N:22]([C:23]3[CH:24]=[CH:25][CH:26]=[CH:27][CH:28]=3)[N:21]=[CH:20][CH:19]=2)=[N:5][N:6]([C:8]2[CH:13]=[CH:12][CH:11]=[C:10]([C:14]([F:16])([F:15])[F:17])[CH:9]=2)[CH:7]=1. The yield is 0.790. (8) The reactants are [F:1][C:2]1[CH:7]=[CH:6][C:5]([O:8][CH2:9][CH2:10][C:11]([N:13]2[CH2:18][CH2:17][N:16]([C:19]3[CH:26]=[CH:25][CH:24]=[C:23]([C:27]([F:30])([F:29])[F:28])[C:20]=3[CH:21]=[O:22])[CH2:15][CH2:14]2)=[O:12])=[CH:4][CH:3]=1.[BH4-].[Na+].O. The catalyst is C1COCC1. The product is [F:1][C:2]1[CH:7]=[CH:6][C:5]([O:8][CH2:9][CH2:10][C:11]([N:13]2[CH2:14][CH2:15][N:16]([C:19]3[CH:26]=[CH:25][CH:24]=[C:23]([C:27]([F:28])([F:30])[F:29])[C:20]=3[CH2:21][OH:22])[CH2:17][CH2:18]2)=[O:12])=[CH:4][CH:3]=1. The yield is 0.940. (9) The reactants are C(=O)([O-])[O-].[Cs+].[Cs+].Cl[C:8]1[C:9]([N:14]2[CH2:17][CH:16]([C:18]3[NH:22][C:21]4[CH:23]=[CH:24][C:25]([CH3:27])=[CH:26][C:20]=4[N:19]=3)[CH2:15]2)=[N:10][CH:11]=[CH:12][N:13]=1.CN1C(=O)CCC1.[O:35]1[CH2:40][CH2:39][CH:38]([OH:41])[CH2:37][CH2:36]1. The catalyst is CCOC(C)=O. The product is [CH3:27][C:25]1[CH:24]=[CH:23][C:21]2[NH:22][C:18]([CH:16]3[CH2:17][N:14]([C:9]4[C:8]([O:41][CH:38]5[CH2:39][CH2:40][O:35][CH2:36][CH2:37]5)=[N:13][CH:12]=[CH:11][N:10]=4)[CH2:15]3)=[N:19][C:20]=2[CH:26]=1. The yield is 0.490. (10) The reactants are [CH3:1][C:2]1[C:6]2[CH:7]=[CH:8][C:9]([C:11]([O:13]C)=[O:12])=[CH:10][C:5]=2[O:4][CH:3]=1.[OH-].[Na+]. The catalyst is CO. The product is [CH3:1][C:2]1[C:6]2[CH:7]=[CH:8][C:9]([C:11]([OH:13])=[O:12])=[CH:10][C:5]=2[O:4][CH:3]=1. The yield is 0.820.